From a dataset of Forward reaction prediction with 1.9M reactions from USPTO patents (1976-2016). Predict the product of the given reaction. (1) The product is: [CH2:21]([C@H:28]1[CH2:32][O:31][C:30](=[O:33])[N:29]1[C:5](=[O:7])[CH2:4][CH2:3][C:2]([F:1])([F:9])[CH3:8])[C:22]1[CH:23]=[CH:24][CH:25]=[CH:26][CH:27]=1. Given the reactants [F:1][C:2]([F:9])([CH3:8])[CH2:3][CH2:4][C:5]([OH:7])=O.CN(C=O)C.C(Cl)(=O)C(Cl)=O.[CH2:21]([C@H:28]1[CH2:32][O:31][C:30](=[O:33])[NH:29]1)[C:22]1[CH:27]=[CH:26][CH:25]=[CH:24][CH:23]=1.[Li]CCCC, predict the reaction product. (2) Given the reactants [F:1][C:2]1([CH2:8][C@H:9]([NH:13][C:14](=[O:20])[O:15][C:16]([CH3:19])([CH3:18])[CH3:17])[CH2:10][NH:11][CH3:12])[CH2:7][CH2:6][CH2:5][CH2:4][CH2:3]1.[C:21]([O:30]N1C(=O)CCC1=O)([O:23][CH2:24][CH2:25][Si:26]([CH3:29])([CH3:28])[CH3:27])=O, predict the reaction product. The product is: [C:16]([O:15][C:14]([NH:13][C@@H:9]([CH2:8][C:2]1([F:1])[CH2:3][CH2:4][CH2:5][CH2:6][CH2:7]1)[CH2:10][N:11]([CH3:12])[C:21](=[O:30])[O:23][CH2:24][CH2:25][Si:26]([CH3:27])([CH3:28])[CH3:29])=[O:20])([CH3:19])([CH3:17])[CH3:18]. (3) Given the reactants [C:1]([O:5][C:6]([N:8]1[C@@H:12]([CH2:13][F:14])[C@@H:11]([C:15]2[CH:20]=[CH:19][C:18](I)=[CH:17][CH:16]=2)[O:10][C:9]1([CH3:23])[CH3:22])=[O:7])([CH3:4])([CH3:3])[CH3:2].[CH3:24][S-:25].[Na+].[Na+].N1CCC[C@H]1C([O-])=O, predict the reaction product. The product is: [C:1]([O:5][C:6]([N:8]1[C@@H:12]([CH2:13][F:14])[C@@H:11]([C:15]2[CH:20]=[CH:19][C:18]([S:25][CH3:24])=[CH:17][CH:16]=2)[O:10][C:9]1([CH3:23])[CH3:22])=[O:7])([CH3:4])([CH3:3])[CH3:2]. (4) Given the reactants [OH-].[Na+].O.C([O:6][C:7](=[O:21])[CH2:8][C:9]1[C:18]2[C:13](=[CH:14][CH:15]=[C:16]([O:19][CH3:20])[CH:17]=2)[CH:12]=[CH:11][CH:10]=1)C, predict the reaction product. The product is: [CH3:20][O:19][C:16]1[CH:17]=[C:18]2[C:13]([CH:12]=[CH:11][CH:10]=[C:9]2[CH2:8][C:7]([OH:21])=[O:6])=[CH:14][CH:15]=1. (5) The product is: [Cl:1][C:2]1[CH:7]=[CH:6][N:5]=[C:4]2[N:8]([S:27]([C:30]3[CH:35]=[CH:34][C:33]([CH3:36])=[CH:32][CH:31]=3)(=[O:29])=[O:28])[C:9]([C:11]3[C:19]4[C:14](=[CH:15][C:16]([O:22][CH3:23])=[C:17]([O:20][CH3:21])[CH:18]=4)[N:13]([CH2:24][CH2:25][N:43]4[CH2:48][CH2:47][CH:46]([CH2:49][CH2:50][OH:51])[CH2:45][CH2:44]4)[CH:12]=3)=[CH:10][C:3]=12. Given the reactants [Cl:1][C:2]1[CH:7]=[CH:6][N:5]=[C:4]2[N:8]([S:27]([C:30]3[CH:35]=[CH:34][C:33]([CH3:36])=[CH:32][CH:31]=3)(=[O:29])=[O:28])[C:9]([C:11]3[C:19]4[C:14](=[CH:15][C:16]([O:22][CH3:23])=[C:17]([O:20][CH3:21])[CH:18]=4)[N:13]([CH2:24][CH2:25]I)[CH:12]=3)=[CH:10][C:3]=12.C(=O)([O-])[O-].[K+].[K+].[NH:43]1[CH2:48][CH2:47][CH:46]([CH2:49][CH2:50][OH:51])[CH2:45][CH2:44]1, predict the reaction product. (6) Given the reactants Cl[C:2]1[C:11]2[C:6](=[CH:7][CH:8]=[CH:9][CH:10]=2)[C:5]([OH:12])=[C:4]([C:13]([O:15][CH3:16])=[O:14])[N:3]=1.[CH3:17][Sn](C)(C)C, predict the reaction product. The product is: [OH:12][C:5]1[C:6]2[C:11](=[CH:10][CH:9]=[CH:8][CH:7]=2)[C:2]([CH3:17])=[N:3][C:4]=1[C:13]([O:15][CH3:16])=[O:14]. (7) Given the reactants C([O:9][CH2:10][C:11]1[CH:12]=[N+:13]([O-:52])[C:14]([CH2:17][O:18][NH:19][C:20]([CH:22]2[C:31]3[C:26](=[CH:27][CH:28]=[CH:29][CH:30]=3)[C:25](=[O:32])[N:24]([CH:33]3[CH2:38][CH2:37][CH2:36][CH2:35][CH:34]3[NH:39][S:40]([CH3:43])(=[O:42])=[O:41])[CH:23]2[C:44]2[CH:49]=[CH:48][C:47]([Cl:50])=[CH:46][C:45]=2[Cl:51])=[O:21])=[CH:15][CH:16]=1)(=O)C1C=CC=CC=1.[OH-].[Na+].Cl.C(=O)([O-])O.[Na+], predict the reaction product. The product is: [Cl:51][C:45]1[CH:46]=[C:47]([Cl:50])[CH:48]=[CH:49][C:44]=1[CH:23]1[CH:22]([C:20]([NH:19][O:18][CH2:17][C:14]2[CH:15]=[CH:16][C:11]([CH2:10][OH:9])=[CH:12][N+:13]=2[O-:52])=[O:21])[C:31]2[C:26](=[CH:27][CH:28]=[CH:29][CH:30]=2)[C:25](=[O:32])[N:24]1[CH:33]1[CH2:38][CH2:37][CH2:36][CH2:35][CH:34]1[NH:39][S:40]([CH3:43])(=[O:41])=[O:42].